From a dataset of Reaction yield outcomes from USPTO patents with 853,638 reactions. Predict the reaction yield, written as a fraction of the theoretical maximum amount of product (1.0 means a 100% yield; for example, 0.34 means a 34% yield). The reactants are C([O-])([O-])=O.[K+].[K+].[NH:7]1[CH2:11][CH2:10][C@H:9]([NH2:12])[CH2:8]1.F[C:14]1[CH:23]=[CH:22][C:17]([C:18]([O:20][CH3:21])=[O:19])=[CH:16][CH:15]=1. The catalyst is CS(C)=O.CCOC(C)=O.O. The yield is 0.650. The product is [NH2:12][C@H:9]1[CH2:10][CH2:11][N:7]([C:14]2[CH:23]=[CH:22][C:17]([C:18]([O:20][CH3:21])=[O:19])=[CH:16][CH:15]=2)[CH2:8]1.